From a dataset of Peptide-MHC class II binding affinity with 134,281 pairs from IEDB. Regression. Given a peptide amino acid sequence and an MHC pseudo amino acid sequence, predict their binding affinity value. This is MHC class II binding data. (1) The peptide sequence is KLGEVSWEEEAEISG. The MHC is HLA-DQA10601-DQB10402 with pseudo-sequence HLA-DQA10601-DQB10402. The binding affinity (normalized) is 0. (2) The peptide sequence is LVGPTPVNIIGRNMLTQIGC. The MHC is DRB1_1501 with pseudo-sequence DRB1_1501. The binding affinity (normalized) is 0.664. (3) The peptide sequence is QYENFAASNKLDVTFS. The MHC is H-2-IAb with pseudo-sequence H-2-IAb. The binding affinity (normalized) is 0.251. (4) The peptide sequence is PGKVCGSNLLSICKTAEFQ. The MHC is H-2-IAk with pseudo-sequence H-2-IAk. The binding affinity (normalized) is 0. (5) The peptide sequence is AATQARAAAAAFEAA. The MHC is HLA-DQA10501-DQB10201 with pseudo-sequence HLA-DQA10501-DQB10201. The binding affinity (normalized) is 0.547. (6) The peptide sequence is LRIKSYEDAKSPLTA. The MHC is HLA-DQA10501-DQB10301 with pseudo-sequence HLA-DQA10501-DQB10301. The binding affinity (normalized) is 0.623. (7) The peptide sequence is KVERQWIPSVCFSTL. The MHC is DRB1_0701 with pseudo-sequence DRB1_0701. The binding affinity (normalized) is 0.728. (8) The peptide sequence is FIFFLLLAGRSCSDG. The MHC is DRB3_0101 with pseudo-sequence DRB3_0101. The binding affinity (normalized) is 0.160. (9) The peptide sequence is AVWGKNSCAKNYNCK. The MHC is DRB1_1302 with pseudo-sequence DRB1_1302. The binding affinity (normalized) is 0.321. (10) The peptide sequence is ARTDLLAFTAFPKQI. The MHC is HLA-DQA10501-DQB10301 with pseudo-sequence HLA-DQA10501-DQB10301. The binding affinity (normalized) is 0.156.